Dataset: Reaction yield outcomes from USPTO patents with 853,638 reactions. Task: Predict the reaction yield, written as a fraction of the theoretical maximum amount of product (1.0 means a 100% yield; for example, 0.34 means a 34% yield). (1) The product is [CH3:2][O:3]/[CH:4]=[CH:36]/[C:35]1[CH:38]=[CH:39][CH:40]=[C:33]([N+:30]([O-:32])=[O:31])[CH:34]=1. The yield is 0.760. The catalyst is C1COCC1.C1(C)C=CC=CC=1.CCOC(C)=O. The reactants are [Cl-].[CH3:2][O:3][CH2:4][P+](C1C=CC=CC=1)(C1C=CC=CC=1)C1C=CC=CC=1.CC(C)([O-])C.[K+].[N+:30]([C:33]1[CH:34]=[C:35]([CH:38]=[CH:39][CH:40]=1)[CH:36]=O)([O-:32])=[O:31].[Cl-].[NH4+]. (2) The yield is 0.270. The product is [OH:5][C:4]([C:6]([F:16])([F:17])[CH:7]([O:10][C:11](=[O:15])[C:12]([CH3:14])=[CH2:13])[CH2:8][CH3:9])=[O:3]. The catalyst is O. The reactants are C([O:3][C:4]([C:6]([F:17])([F:16])[CH:7]([O:10][C:11](=[O:15])[C:12]([CH3:14])=[CH2:13])[CH2:8][CH3:9])=[O:5])C.[OH-].[Na+].